From a dataset of NCI-60 drug combinations with 297,098 pairs across 59 cell lines. Regression. Given two drug SMILES strings and cell line genomic features, predict the synergy score measuring deviation from expected non-interaction effect. (1) Drug 2: CC1=C(C(=CC=C1)Cl)NC(=O)C2=CN=C(S2)NC3=CC(=NC(=N3)C)N4CCN(CC4)CCO. Cell line: HL-60(TB). Synergy scores: CSS=-25.1, Synergy_ZIP=1.09, Synergy_Bliss=-18.5, Synergy_Loewe=-29.2, Synergy_HSA=-29.2. Drug 1: CCCS(=O)(=O)NC1=C(C(=C(C=C1)F)C(=O)C2=CNC3=C2C=C(C=N3)C4=CC=C(C=C4)Cl)F. (2) Drug 1: CCCCCOC(=O)NC1=NC(=O)N(C=C1F)C2C(C(C(O2)C)O)O. Drug 2: CCN(CC)CCNC(=O)C1=C(NC(=C1C)C=C2C3=C(C=CC(=C3)F)NC2=O)C. Cell line: HL-60(TB). Synergy scores: CSS=9.22, Synergy_ZIP=-1.47, Synergy_Bliss=-3.18, Synergy_Loewe=6.37, Synergy_HSA=-2.18. (3) Drug 1: CC12CCC3C(C1CCC2O)C(CC4=C3C=CC(=C4)O)CCCCCCCCCS(=O)CCCC(C(F)(F)F)(F)F. Synergy scores: CSS=25.4, Synergy_ZIP=-5.83, Synergy_Bliss=1.66, Synergy_Loewe=0.411, Synergy_HSA=1.90. Cell line: SNB-19. Drug 2: C1CN(CCN1C(=O)CCBr)C(=O)CCBr. (4) Drug 1: C1=CC(=CC=C1CCCC(=O)O)N(CCCl)CCCl. Drug 2: B(C(CC(C)C)NC(=O)C(CC1=CC=CC=C1)NC(=O)C2=NC=CN=C2)(O)O. Cell line: SF-295. Synergy scores: CSS=29.4, Synergy_ZIP=5.63, Synergy_Bliss=7.11, Synergy_Loewe=9.91, Synergy_HSA=9.89. (5) Drug 1: CC1=C(C(CCC1)(C)C)C=CC(=CC=CC(=CC(=O)O)C)C. Drug 2: CC1=C(C=C(C=C1)C(=O)NC2=CC(=CC(=C2)C(F)(F)F)N3C=C(N=C3)C)NC4=NC=CC(=N4)C5=CN=CC=C5. Cell line: PC-3. Synergy scores: CSS=-3.51, Synergy_ZIP=1.49, Synergy_Bliss=-1.01, Synergy_Loewe=-5.54, Synergy_HSA=-4.34. (6) Drug 1: CC1C(C(CC(O1)OC2CC(CC3=C2C(=C4C(=C3O)C(=O)C5=C(C4=O)C(=CC=C5)OC)O)(C(=O)CO)O)N)O.Cl. Drug 2: C1C(C(OC1N2C=NC3=C2NC=NCC3O)CO)O. Cell line: HOP-62. Synergy scores: CSS=-5.65, Synergy_ZIP=4.82, Synergy_Bliss=5.48, Synergy_Loewe=-4.27, Synergy_HSA=-4.58.